Task: Predict the reactants needed to synthesize the given product.. Dataset: Full USPTO retrosynthesis dataset with 1.9M reactions from patents (1976-2016) (1) Given the product [F:1][C:2]([F:28])([F:27])[C@H:3]1[CH2:8][CH2:7][C@H:6]([NH:9][C:10]([C:11]2[C:16]([C:17]34[CH2:22][CH:21]3[CH2:20][NH:19][CH2:18]4)=[CH:15][C:14]3[N:24]([CH3:25])[C:45]([NH:44][C:39]4[C:40]([Cl:43])=[CH:41][CH:42]=[C:37]([CH2:36][NH:35][C:34]([O:33][C:29]([CH3:32])([CH3:31])[CH3:30])=[O:48])[C:38]=4[Cl:47])=[N:51][C:13]=3[CH:12]=2)=[O:26])[CH2:5][CH2:4]1, predict the reactants needed to synthesize it. The reactants are: [F:1][C:2]([F:28])([F:27])[C@H:3]1[CH2:8][CH2:7][C@H:6]([NH:9][C:10](=[O:26])[C:11]2[C:16]([C:17]34[CH2:22][CH:21]3[CH2:20][NH:19][CH2:18]4)=[C:15](N)[C:14]([NH:24][CH3:25])=[CH:13][CH:12]=2)[CH2:5][CH2:4]1.[C:29]([O:33][C:34](=[O:48])[NH:35][CH2:36][C:37]1[CH:42]=[CH:41][C:40]([Cl:43])=[C:39]([N:44]=[C:45]=S)[C:38]=1[Cl:47])([CH3:32])([CH3:31])[CH3:30].CC(C)[N:51]=C=NC(C)C. (2) Given the product [Br-:10].[C:16]1([CH2:18][N+:3]2[C:2]([Cl:1])=[C:6]([Cl:7])[N:5]([CH2:38][C:34]3[CH:28]=[CH:27][C:26]4[C:36](=[CH:32][CH:33]=[CH:24][CH:25]=4)[CH:35]=3)[CH:4]=2)[CH:17]=[C:12]([CH2:11][N+:3]2[C:2]([Cl:1])=[C:6]([Cl:7])[N:5]([CH2:23][C:24]3[CH:33]=[CH:32][C:31]4[C:26](=[CH:27][CH:28]=[CH:29][CH:30]=4)[CH:25]=3)[CH:4]=2)[CH:13]=[C:14]([CH2:20][N+:3]2[C:2]([Cl:1])=[C:6]([Cl:7])[N:5]([CH2:36][C:35]3[CH:31]=[CH:30][C:29]4[C:38](=[CH:38][CH:34]=[CH:35][CH:36]=4)[CH:34]=3)[CH:4]=2)[CH:15]=1.[Br-:22].[Br-:10], predict the reactants needed to synthesize it. The reactants are: [Cl:1][C:2]1[N:3]=[CH:4][NH:5][C:6]=1[Cl:7].[OH-].[K+].[Br:10][CH2:11][C:12]1[CH:17]=[C:16]([CH2:18]Br)[CH:15]=[C:14]([CH2:20]Br)[CH:13]=1.[Br:22][CH2:23][C:24]1[CH:33]=[CH:32][C:31]2[C:26](=[CH:27][CH:28]=[CH:29][CH:30]=2)[CH:25]=1.[CH2:34]1[CH2:38]O[CH2:36][CH2:35]1. (3) Given the product [F:1][C:2]1[C:7]([S:8]([CH3:9])=[O:14])=[CH:6][C:5]([CH3:10])=[CH:4][C:3]=1[O:11][CH3:12], predict the reactants needed to synthesize it. The reactants are: [F:1][C:2]1[C:7]([S:8][CH3:9])=[CH:6][C:5]([CH3:10])=[CH:4][C:3]=1[O:11][CH3:12].C[OH:14].